Dataset: Forward reaction prediction with 1.9M reactions from USPTO patents (1976-2016). Task: Predict the product of the given reaction. Given the reactants Br[CH2:2][CH2:3][O:4][C:5]1[CH:10]=[CH:9][C:8]([C:11]2[NH:20][C:19](=[O:21])[C:18]3[C:13](=[CH:14][C:15]([O:24][CH3:25])=[CH:16][C:17]=3[O:22][CH3:23])[N:12]=2)=[CH:7][C:6]=1[CH3:26].[NH:27]1[CH2:31][CH2:30][CH2:29][CH2:28]1, predict the reaction product. The product is: [CH3:23][O:22][C:17]1[CH:16]=[C:15]([O:24][CH3:25])[CH:14]=[C:13]2[C:18]=1[C:19](=[O:21])[NH:20][C:11]([C:8]1[CH:9]=[CH:10][C:5]([O:4][CH2:3][CH2:2][N:27]3[CH2:31][CH2:30][CH2:29][CH2:28]3)=[C:6]([CH3:26])[CH:7]=1)=[N:12]2.